From a dataset of HIV replication inhibition screening data with 41,000+ compounds from the AIDS Antiviral Screen. Binary Classification. Given a drug SMILES string, predict its activity (active/inactive) in a high-throughput screening assay against a specified biological target. (1) The molecule is CCOC(=O)Nc1ccc2nc(Sc3ccc(Cl)cc3)sc2c1. The result is 0 (inactive). (2) The drug is O=C1OC(=O)c2cc(S(=O)(=O)c3ccc4c(c3)C(=O)OC4=O)ccc21. The result is 0 (inactive). (3) The compound is CCCSCC(P(=O)(O)O)P(=O)(O)O.NC1CCCCC1. The result is 0 (inactive). (4) The drug is O=S1(=O)c2ccccc2NC(=S)CC1c1ccccc1. The result is 0 (inactive). (5) The molecule is COC(=O)c1c(C(=O)OC)c(C(=O)OC)c2c([nH]c3ccccc32)c1C(=O)OC. The result is 0 (inactive). (6) The result is 0 (inactive). The compound is COc1cc(NC=C2C(=O)OC(C)(C)OC2=O)c(OC)c(C)c1OC.